Dataset: Full USPTO retrosynthesis dataset with 1.9M reactions from patents (1976-2016). Task: Predict the reactants needed to synthesize the given product. (1) Given the product [Cl:1][C:2]1[C:3]2[N:4]([CH:27]=[N:28][CH:29]=2)[C:5]([N:20]2[CH2:24][CH2:23][C@@H:22]([OH:25])[CH2:21]2)=[C:6]([CH:8]([NH:10][C:11]2[N:19]=[CH:18][N:17]=[C:16]3[C:12]=2[N:13]=[CH:14][NH:15]3)[CH3:9])[CH:7]=1, predict the reactants needed to synthesize it. The reactants are: [Cl:1][C:2]1[C:3]2[N:4]([CH:27]=[N:28][CH:29]=2)[C:5]([N:20]2[CH2:24][CH2:23][C@@H:22]([O:25]C)[CH2:21]2)=[C:6]([CH:8]([NH:10][C:11]2[N:19]=[CH:18][N:17]=[C:16]3[C:12]=2[N:13]=[CH:14][NH:15]3)[CH3:9])[CH:7]=1.B(Br)(Br)Br. (2) Given the product [OH:16][CH2:15][CH:10]([NH:9][C:7](=[O:8])[C:6]1[CH:17]=[C:2]([C:38]2[CH:37]=[CH:36][C:35]([NH:34][S:31]([CH3:30])(=[O:32])=[O:33])=[CH:40][CH:39]=2)[C:3]([O:22][CH2:23][C:24]2[CH:29]=[CH:28][CH:27]=[CH:26][N:25]=2)=[N:4][C:5]=1[C:18]([F:21])([F:20])[F:19])[CH2:11][CH:12]([CH3:14])[CH3:13], predict the reactants needed to synthesize it. The reactants are: Br[C:2]1[C:3]([O:22][CH2:23][C:24]2[CH:29]=[CH:28][CH:27]=[CH:26][N:25]=2)=[N:4][C:5]([C:18]([F:21])([F:20])[F:19])=[C:6]([CH:17]=1)[C:7]([NH:9][CH:10]([CH2:15][OH:16])[CH2:11][CH:12]([CH3:14])[CH3:13])=[O:8].[CH3:30][S:31]([NH:34][C:35]1[CH:40]=[CH:39][C:38](B(O)O)=[CH:37][CH:36]=1)(=[O:33])=[O:32]. (3) Given the product [CH3:23][NH:22][C:12]1[N:11]=[C:10]([C:8]2[CH:9]=[C:2]3[C:3]([C:4]([NH2:5])=[N:38][NH:39]3)=[C:6]([O:24][CH3:25])[CH:7]=2)[CH:15]=[C:14]([N:16]2[CH2:20][CH2:19][CH2:18][C@H:17]2[CH3:21])[N:13]=1, predict the reactants needed to synthesize it. The reactants are: F[C:2]1[CH:9]=[C:8]([C:10]2[CH:15]=[C:14]([N:16]3[CH2:20][CH2:19][CH2:18][C@H:17]3[CH3:21])[N:13]=[C:12]([NH:22][CH3:23])[N:11]=2)[CH:7]=[C:6]([O:24][CH3:25])[C:3]=1[C:4]#[N:5].CCO.CCN(C(C)C)C(C)C.[NH2:38][NH2:39]. (4) Given the product [C:1]([O:5][C:6](=[O:30])[CH2:7][CH2:8][N:9]([C:23]([O:25][C:26]([CH3:29])([CH3:28])[CH3:27])=[O:24])[CH2:10][C:11]([N:13]1[C:21]2[C:16](=[CH:17][C:18]([O:22][CH2:32][C:33]3[CH:38]=[CH:37][C:36]([CH:39]4[CH2:41][CH2:40]4)=[C:35]([O:42][C:43]([F:44])([F:45])[F:46])[CH:34]=3)=[CH:19][CH:20]=2)[CH2:15][CH2:14]1)=[O:12])([CH3:4])([CH3:3])[CH3:2], predict the reactants needed to synthesize it. The reactants are: [C:1]([O:5][C:6](=[O:30])[CH2:7][CH2:8][N:9]([C:23]([O:25][C:26]([CH3:29])([CH3:28])[CH3:27])=[O:24])[CH2:10][C:11]([N:13]1[C:21]2[C:16](=[CH:17][C:18]([OH:22])=[CH:19][CH:20]=2)[CH2:15][CH2:14]1)=[O:12])([CH3:4])([CH3:3])[CH3:2].Cl[CH2:32][C:33]1[CH:38]=[CH:37][C:36]([CH:39]2[CH2:41][CH2:40]2)=[C:35]([O:42][C:43]([F:46])([F:45])[F:44])[CH:34]=1.C(=O)([O-])[O-].[K+].[K+]. (5) Given the product [O:15]1[CH2:16][CH:17]=[C:18]([C:2]2[N:6]([CH3:7])[N:5]=[C:4]([C:8]3[CH:13]=[CH:12][C:11]([F:14])=[CH:10][CH:9]=3)[CH:3]=2)[CH2:19][CH2:20]1, predict the reactants needed to synthesize it. The reactants are: Br[C:2]1[N:6]([CH3:7])[N:5]=[C:4]([C:8]2[CH:13]=[CH:12][C:11]([F:14])=[CH:10][CH:9]=2)[CH:3]=1.[O:15]1[CH2:20][CH:19]=[C:18](B2OC(C)(C)C(C)(C)O2)[CH2:17][CH2:16]1.[O-]P([O-])([O-])=O.[K+].[K+].[K+]. (6) Given the product [C:62]([CH2:61][C:58]1([CH2:57][O:51][C:42]2[CH:41]=[C:40]([CH:45]=[C:44]([CH2:46][CH2:47][CH2:48][O:49][CH3:50])[CH:43]=2)[CH2:39][N:4]([CH:1]2[CH2:3][CH2:2]2)[C:5]([C@@H:7]2[C@@H:12]([C:13]3[CH:14]=[CH:15][C:16]([O:19][CH2:20][CH2:21][O:22][C:23]4[C:28]([Cl:29])=[CH:27][C:26]([CH3:30])=[CH:25][C:24]=4[Cl:31])=[CH:17][CH:18]=3)[CH2:11][CH2:10][N:9]([C:32]([O:34][C:35]([CH3:38])([CH3:37])[CH3:36])=[O:33])[CH2:8]2)=[O:6])[CH2:60][CH2:59]1)#[N:63], predict the reactants needed to synthesize it. The reactants are: [CH:1]1([N:4]([CH2:39][C:40]2[CH:45]=[C:44]([CH2:46][CH2:47][CH2:48][O:49][CH3:50])[CH:43]=[C:42]([OH:51])[CH:41]=2)[C:5]([C@@H:7]2[C@@H:12]([C:13]3[CH:18]=[CH:17][C:16]([O:19][CH2:20][CH2:21][O:22][C:23]4[C:28]([Cl:29])=[CH:27][C:26]([CH3:30])=[CH:25][C:24]=4[Cl:31])=[CH:15][CH:14]=3)[CH2:11][CH2:10][N:9]([C:32]([O:34][C:35]([CH3:38])([CH3:37])[CH3:36])=[O:33])[CH2:8]2)=[O:6])[CH2:3][CH2:2]1.CS(O[CH2:57][C:58]1([CH2:61][C:62]#[N:63])[CH2:60][CH2:59]1)(=O)=O.C(=O)([O-])[O-].[Cs+].[Cs+]. (7) Given the product [CH:23]([N:13]1[CH2:12][CH2:11][CH:10]([C:7]2[CH:8]=[CH:9][C:4]([N+:1]([O-:3])=[O:2])=[CH:5][CH:6]=2)[CH2:15][CH2:14]1)([CH3:25])[CH3:24], predict the reactants needed to synthesize it. The reactants are: [N+:1]([C:4]1[CH:9]=[CH:8][C:7]([CH:10]2[CH2:15][CH2:14][NH:13][CH2:12][CH2:11]2)=[CH:6][CH:5]=1)([O-:3])=[O:2].C([O-])([O-])=O.[K+].[K+].I[CH:23]([CH3:25])[CH3:24]. (8) Given the product [Cl:1][C:2]1[CH:7]=[CH:6][CH:5]=[CH:4][C:3]=1[CH:8]([O:10][C:11]([NH:12][C:13]1[CH:18]=[CH:17][N:16]=[CH:15][C:14]=1[C:19]1[CH:20]=[CH:21][C:22]([O:25][S:34]([C:37]([F:40])([F:39])[F:38])(=[O:36])=[O:35])=[CH:23][CH:24]=1)=[O:26])[CH3:9], predict the reactants needed to synthesize it. The reactants are: [Cl:1][C:2]1[CH:7]=[CH:6][CH:5]=[CH:4][C:3]=1[CH:8]([O:10][C:11](=[O:26])[NH:12][C:13]1[CH:18]=[CH:17][N:16]=[CH:15][C:14]=1[C:19]1[CH:24]=[CH:23][C:22]([OH:25])=[CH:21][CH:20]=1)[CH3:9].C1C=CC(N([S:34]([C:37]([F:40])([F:39])[F:38])(=[O:36])=[O:35])[S:34]([C:37]([F:40])([F:39])[F:38])(=[O:36])=[O:35])=CC=1.C(=O)([O-])[O-].[Cs+].[Cs+].CCOC(C)=O.O. (9) Given the product [Cl:11][C:12]1[CH:17]=[CH:16][C:15]([C:18]2[C:24]3[CH:25]=[CH:26][CH:27]=[CH:28][C:23]=3[N:22]3[C:29]([CH3:32])=[N:30][N:31]=[C:21]3[CH:20]([CH2:34][C:35]3[O:36][C:37]([CH3:40])=[N:38][N:39]=3)[CH:19]=2)=[CH:14][CH:13]=1, predict the reactants needed to synthesize it. The reactants are: C[Si](C)(C)[N-][Si](C)(C)C.[Li+].[Cl:11][C:12]1[CH:17]=[CH:16][C:15]([C:18]2[C:24]3[CH:25]=[CH:26][CH:27]=[CH:28][C:23]=3[N:22]3[C:29]([CH3:32])=[N:30][N:31]=[C:21]3[CH2:20][CH:19]=2)=[CH:14][CH:13]=1.Cl[CH2:34][C:35]1[O:36][C:37]([CH3:40])=[N:38][N:39]=1.[Cl-].[NH4+].